Dataset: Retrosynthesis with 50K atom-mapped reactions and 10 reaction types from USPTO. Task: Predict the reactants needed to synthesize the given product. (1) Given the product CCNC(=O)Cc1ccccc1-c1ccc(C(=O)N2Cc3ccc(C(=O)NCc4cccnc4)n3Cc3ccccc32)cc1, predict the reactants needed to synthesize it. The reactants are: CCN.CNC.O=C(O)Cc1ccccc1-c1ccc(C(=O)N2Cc3ccc(C(=O)NCc4cccnc4)n3Cc3ccccc32)cc1. (2) Given the product O=C(Nc1ccc2cc1CCc1cccc(c1)Nc1ncc(Cl)c(n1)N2)[C@@H]1CCCN1C(=O)Nc1ccccc1, predict the reactants needed to synthesize it. The reactants are: O=C(Nc1ccc2cc1CCc1cccc(c1)Nc1ncc(Cl)c(n1)N2)[C@@H]1CCCN1.O=C=Nc1ccccc1. (3) Given the product Brc1ncc(CNc2nccs2)s1, predict the reactants needed to synthesize it. The reactants are: Nc1nccs1.O=Cc1cnc(Br)s1. (4) Given the product Cn1c(=O)cc(-c2cccs2)c2cc(C(=O)c3ccc(Cl)cc3)ccc21, predict the reactants needed to synthesize it. The reactants are: CI.O=C(c1ccc(Cl)cc1)c1ccc2[nH]c(=O)cc(-c3cccs3)c2c1. (5) Given the product COc1ccc(CNC(C)c2cc([N+](=O)[O-])c(Sc3ccc(Cl)cc3Cl)s2)cc1, predict the reactants needed to synthesize it. The reactants are: CC(Br)c1cc([N+](=O)[O-])c(Sc2ccc(Cl)cc2Cl)s1.COc1ccc(CN)cc1.